From a dataset of Full USPTO retrosynthesis dataset with 1.9M reactions from patents (1976-2016). Predict the reactants needed to synthesize the given product. (1) The reactants are: [C:1]([OH:13])(=[O:12])[CH2:2][C:3]([CH2:8][C:9]([OH:11])=[O:10])([C:5]([OH:7])=[O:6])[OH:4].[OH:14][CH2:15][CH:16]([CH2:18][OH:19])[OH:17]. Given the product [OH:14][CH2:15][CH:16]([CH2:18][OH:19])[OH:17].[C:1]([O-:13])(=[O:12])[CH2:2][C:3]([CH2:8][C:9]([O-:11])=[O:10])([C:5]([O-:7])=[O:6])[OH:4], predict the reactants needed to synthesize it. (2) Given the product [Br:1][C:2]1[C:3]([N:10]([CH:12]2[CH2:13][CH2:14][CH2:15][CH2:16]2)[NH:11][C:23](=[O:24])[C:22]2[CH:26]=[CH:27][C:19]([CH2:18][Cl:17])=[CH:20][CH:21]=2)=[N:4][C:5]([C:8]#[N:9])=[N:6][CH:7]=1, predict the reactants needed to synthesize it. The reactants are: [Br:1][C:2]1[C:3]([N:10]([CH:12]2[CH2:16][CH2:15][CH2:14][CH2:13]2)[NH2:11])=[N:4][C:5]([C:8]#[N:9])=[N:6][CH:7]=1.[Cl:17][CH2:18][C:19]1[CH:27]=[CH:26][C:22]([C:23](Cl)=[O:24])=[CH:21][CH:20]=1.CCN(C(C)C)C(C)C. (3) Given the product [CH3:40][O:41][C:3](=[O:4])[CH:2]([NH2:1])[CH2:6][CH2:7][C:8](=[O:28])[NH:9][CH:10]([C:21](=[O:27])[NH:22][CH2:23][C:24]([O:26][CH3:29])=[O:25])[CH2:11][S:12][CH2:13][C:14]([C:16]([O:18][CH2:19][CH3:20])=[O:17])=[O:15], predict the reactants needed to synthesize it. The reactants are: [NH2:1][CH:2]([CH2:6][CH2:7][C:8](=[O:28])[NH:9][CH:10]([C:21](=[O:27])[NH:22][CH2:23][C:24]([OH:26])=[O:25])[CH2:11][S:12][CH2:13][C:14]([C:16]([O:18][CH2:19][CH3:20])=[O:17])=[O:15])[C:3](O)=[O:4].[C:29]1(C)C=CC(S(O)(=O)=O)=CC=1.[CH3:40][OH:41]. (4) Given the product [F:30][C:27]1[CH:26]=[CH:25][C:24]([CH:23]2[CH2:22][CH2:21][NH:20][CH2:19][CH:8]2[CH2:9][OH:10])=[CH:29][CH:28]=1, predict the reactants needed to synthesize it. The reactants are: COCCO[AlH2-]O[CH2:8][CH2:9][O:10]C.[Na+].C(CCC1[CH:23]([C:24]2[CH:29]=[CH:28][C:27]([F:30])=[CH:26][CH:25]=2)[CH2:22][CH2:21][NH:20][CH:19]=1)(O)=O.